This data is from Full USPTO retrosynthesis dataset with 1.9M reactions from patents (1976-2016). The task is: Predict the reactants needed to synthesize the given product. Given the product [CH2:1]([CH:8]1[CH2:14][N:13]([CH2:15][CH2:16][C:17]([NH:19][C:20]2[CH:25]=[N:38][CH:23]=[CH:22][CH:21]=2)=[O:18])[C:12](=[O:26])[CH2:11][N:10]([S:27]([C:30]2[CH:31]=[CH:32][C:33]([Cl:36])=[CH:34][CH:35]=2)(=[O:28])=[O:29])[C:9]1=[O:37])[C:2]1[CH:3]=[CH:4][CH:5]=[CH:6][CH:7]=1, predict the reactants needed to synthesize it. The reactants are: [CH2:1]([CH:8]1[CH2:14][N:13]([CH2:15][CH2:16][C:17]([NH:19][C:20]2[CH:25]=C[CH:23]=[CH:22][CH:21]=2)=[O:18])[C:12](=[O:26])[CH2:11][N:10]([S:27]([C:30]2[CH:35]=[CH:34][C:33]([Cl:36])=[CH:32][CH:31]=2)(=[O:29])=[O:28])[C:9]1=[O:37])[C:2]1[CH:7]=[CH:6][CH:5]=[CH:4][CH:3]=1.[NH2:38]C1C=CC=CC=1.NC1C=NC=CC=1.